This data is from Full USPTO retrosynthesis dataset with 1.9M reactions from patents (1976-2016). The task is: Predict the reactants needed to synthesize the given product. (1) Given the product [CH3:10][C:2]([CH3:1])([CH2:3][C:4](=[O:5])[O:14][C@H:15]1[CH2:32][CH2:31][C@@:30]2([CH3:33])[C@@H:17]([CH2:18][CH2:19][C@:20]3([CH3:59])[C@@H:29]2[CH2:28][CH2:27][C@H:26]2[C@@:21]3([CH3:58])[CH2:22][CH2:23][C@@:24]3([C:40]([N:42]4[CH2:46][CH2:45][CH2:44][C@@H:43]4[C:47]4[O:51][N:50]=[C:49]([C:52]5[CH:53]=[N:54][CH:55]=[CH:56][CH:57]=5)[N:48]=4)=[O:41])[CH2:36][CH2:35][C@@H:34]([C:37]([CH3:39])=[CH2:38])[C@@H:25]32)[C:16]1([CH3:61])[CH3:60])[CH2:8][C:7]([OH:6])=[O:9], predict the reactants needed to synthesize it. The reactants are: [CH3:1][C:2]1([CH3:10])[CH2:8][C:7](=[O:9])[O:6][C:4](=[O:5])[CH2:3]1.C([O:14][C@H:15]1[CH2:32][CH2:31][C@@:30]2([CH3:33])[C@@H:17]([CH2:18][CH2:19][C@:20]3([CH3:59])[C@@H:29]2[CH2:28][CH2:27][C@H:26]2[C@@:21]3([CH3:58])[CH2:22][CH2:23][C@@:24]3([C:40]([N:42]4[CH2:46][CH2:45][CH2:44][C@@H:43]4[C:47]4[O:51][N:50]=[C:49]([C:52]5[CH:53]=[N:54][CH:55]=[CH:56][CH:57]=5)[N:48]=4)=[O:41])[CH2:36][CH2:35][C@@H:34]([C:37]([CH3:39])=[CH2:38])[C@@H:25]32)[C:16]1([CH3:61])[CH3:60])(=O)C. (2) Given the product [N:21]1[C:30]2[C:25](=[CH:26][CH:27]=[CH:28][CH:29]=2)[C:24]([NH:31][C:12]([CH:9]2[CH2:8][CH2:7][N:6]([C:2]3[S:1][CH:5]=[CH:4][CH:3]=3)[CH2:11][CH2:10]2)=[O:14])=[CH:23][N:22]=1, predict the reactants needed to synthesize it. The reactants are: [S:1]1[CH:5]=[CH:4][CH:3]=[C:2]1[N:6]1[CH2:11][CH2:10][CH:9]([C:12]([OH:14])=O)[CH2:8][CH2:7]1.BrC1SC=CC=1.[N:21]1[C:30]2[C:25](=[CH:26][CH:27]=[CH:28][CH:29]=2)[C:24]([NH2:31])=[CH:23][N:22]=1. (3) Given the product [S:21]1[CH:20]=[C:19]([C:2]2[C:11]3[C:6](=[CH:7][CH:8]=[CH:9][CH:10]=3)[CH:5]=[C:4]([NH:12][C:13]3[CH:17]=[CH:16][NH:15][N:14]=3)[N:3]=2)[C:27]2[CH:26]=[CH:25][CH:24]=[CH:23][C:22]1=2, predict the reactants needed to synthesize it. The reactants are: Cl[C:2]1[C:11]2[C:6](=[CH:7][CH:8]=[CH:9][CH:10]=2)[CH:5]=[C:4]([NH:12][C:13]2[CH:17]=[CH:16][NH:15][N:14]=2)[N:3]=1.B(O)(O)[C:19]1[C:27]2[C:22](=[CH:23][CH:24]=[CH:25][CH:26]=2)[S:21][CH:20]=1. (4) Given the product [F:1][C:2]1[CH:3]=[C:4]2[C:5]([C:8](=[O:10])[CH2:9][C:13]([CH3:15])([CH3:12])[O:11]2)=[CH:6][CH:7]=1, predict the reactants needed to synthesize it. The reactants are: [F:1][C:2]1[CH:7]=[CH:6][C:5]([C:8](=[O:10])[CH3:9])=[C:4]([OH:11])[CH:3]=1.[CH3:12][C:13]([CH3:15])=O.N1CCCC1. (5) The reactants are: Br[C:2]1[C:7]([Cl:8])=[CH:6][CH:5]=[CH:4][C:3]=1[Cl:9].[CH3:10][O:11][C:12]1[CH:17]=[CH:16][CH:15]=[CH:14][C:13]=1B(O)O.C(=O)([O-])[O-].[K+].[K+]. Given the product [CH3:10][O:11][C:12]1[C:13]([C:2]2[C:7]([Cl:8])=[CH:6][CH:5]=[CH:4][C:3]=2[Cl:9])=[CH:14][CH:15]=[CH:16][CH:17]=1, predict the reactants needed to synthesize it. (6) Given the product [Cl:1][C:2]1[CH:3]=[C:4]([C@@:9]2([C:25]([F:27])([F:28])[F:26])[CH2:13][CH2:12][N:11]([C:14]3[CH:23]=[CH:22][C:17]([C:18]([OH:20])=[O:19])=[C:16]([CH3:24])[CH:15]=3)[CH2:10]2)[CH:5]=[C:6]([Cl:8])[CH:7]=1, predict the reactants needed to synthesize it. The reactants are: [Cl:1][C:2]1[CH:3]=[C:4]([C@@:9]2([C:25]([F:28])([F:27])[F:26])[CH2:13][CH2:12][N:11]([C:14]3[CH:23]=[CH:22][C:17]([C:18]([O:20]C)=[O:19])=[C:16]([CH3:24])[CH:15]=3)[CH2:10]2)[CH:5]=[C:6]([Cl:8])[CH:7]=1.[OH-].[K+].